Predict the product of the given reaction. From a dataset of Forward reaction prediction with 1.9M reactions from USPTO patents (1976-2016). Given the reactants Br[C:2]1[CH:3]=[C:4]([NH:10][C:11]2[CH:20]=[C:14]3[CH2:15][N:16]([CH3:19])[CH2:17][CH2:18][N:13]3[N:12]=2)[C:5](=[O:9])[N:6]([CH3:8])[CH:7]=1.[C:21]([O:24][CH2:25][C:26]1[C:27]([N:41]2[CH2:53][CH2:52][N:44]3[C:45]4[CH2:46][CH2:47][CH2:48][CH2:49][C:50]=4[CH:51]=[C:43]3[C:42]2=[O:54])=[N:28][CH:29]=[CH:30][C:31]=1B1OC(C)(C)C(C)(C)O1)(=[O:23])[CH3:22].CC([O-])=O.[Na+].[O-]P([O-])([O-])=O.[K+].[K+].[K+], predict the reaction product. The product is: [C:21]([O:24][CH2:25][C:26]1[C:27]([N:41]2[CH2:53][CH2:52][N:44]3[C:45]4[CH2:46][CH2:47][CH2:48][CH2:49][C:50]=4[CH:51]=[C:43]3[C:42]2=[O:54])=[N:28][CH:29]=[CH:30][C:31]=1[C:2]1[CH:3]=[C:4]([NH:10][C:11]2[CH:20]=[C:14]3[CH2:15][N:16]([CH3:19])[CH2:17][CH2:18][N:13]3[N:12]=2)[C:5](=[O:9])[N:6]([CH3:8])[CH:7]=1)(=[O:23])[CH3:22].